From a dataset of Forward reaction prediction with 1.9M reactions from USPTO patents (1976-2016). Predict the product of the given reaction. Given the reactants [F:1][C:2]1[CH:3]=[C:4]([N:10]2[CH2:14][CH:13]([CH2:15][O:16][C:17]3[CH:22]=[CH:21][CH:20]=[CH:19][CH:18]=3)[CH2:12][C:11]2=[O:23])[CH:5]=[CH:6][C:7]=1[O:8]C, predict the reaction product. The product is: [F:1][C:2]1[CH:3]=[C:4]([N:10]2[CH2:14][CH:13]([CH2:15][O:16][C:17]3[CH:18]=[CH:19][CH:20]=[CH:21][CH:22]=3)[CH2:12][C:11]2=[O:23])[CH:5]=[CH:6][C:7]=1[OH:8].